From a dataset of Catalyst prediction with 721,799 reactions and 888 catalyst types from USPTO. Predict which catalyst facilitates the given reaction. The catalyst class is: 9. Reactant: [Br:1]N1C(=O)CCC1=O.[CH2:9]([O:16][C:17]1[CH:22]=[CH:21][CH:20]=[C:19]([O:23][CH2:24][C:25]2[CH:30]=[CH:29][CH:28]=[CH:27][CH:26]=2)[C:18]=1[C:31]([F:34])([F:33])[F:32])[C:10]1[CH:15]=[CH:14][CH:13]=[CH:12][CH:11]=1.O. Product: [CH2:24]([O:23][C:19]1[CH:20]=[CH:21][C:22]([Br:1])=[C:17]([O:16][CH2:9][C:10]2[CH:11]=[CH:12][CH:13]=[CH:14][CH:15]=2)[C:18]=1[C:31]([F:33])([F:32])[F:34])[C:25]1[CH:26]=[CH:27][CH:28]=[CH:29][CH:30]=1.